Dataset: Full USPTO retrosynthesis dataset with 1.9M reactions from patents (1976-2016). Task: Predict the reactants needed to synthesize the given product. (1) Given the product [C:31]([Si:28]([O:27][CH2:26][C:25]1[CH:24]=[CH:23][C:22]([CH:11]2[CH2:20][CH2:19][C:14]3([O:18][CH2:17][CH2:16][O:15]3)[CH2:13][CH2:12]2)=[CH:36][CH:35]=1)([CH3:30])[CH3:29])([CH3:34])([CH3:32])[CH3:33], predict the reactants needed to synthesize it. The reactants are: Cl[Si](C)(C)C.BrCCBr.I[CH:11]1[CH2:20][CH2:19][C:14]2([O:18][CH2:17][CH2:16][O:15]2)[CH2:13][CH2:12]1.Br[C:22]1[CH:36]=[CH:35][C:25]([CH2:26][O:27][Si:28]([C:31]([CH3:34])([CH3:33])[CH3:32])([CH3:30])[CH3:29])=[CH:24][CH:23]=1. (2) Given the product [CH3:23][O:24][C:25](=[O:38])[C@@H:26]([NH:33][C:34]([NH2:37])=[N:35][NH:36][C:3](=[O:22])[CH:4]([CH2:15][C:16]1[CH:17]=[CH:18][CH:19]=[CH:20][CH:21]=1)[CH2:5][CH2:6][CH2:7][CH2:8][C:9]1[CH:10]=[CH:11][CH:12]=[CH:13][CH:14]=1)[CH2:27][CH2:28][CH2:29][N+:30]([O-:32])=[O:31], predict the reactants needed to synthesize it. The reactants are: CO[C:3](=[O:22])[CH:4]([CH2:15][C:16]1[CH:21]=[CH:20][CH:19]=[CH:18][CH:17]=1)[CH2:5][CH2:6][CH2:7][CH2:8][C:9]1[CH:14]=[CH:13][CH:12]=[CH:11][CH:10]=1.[CH3:23][O:24][C:25](=[O:38])[C@@H:26]([NH:33][C:34]([NH2:37])=[N:35][NH2:36])[CH2:27][CH2:28][CH2:29][N+:30]([O-:32])=[O:31].ON1C2C=CC=CC=2N=N1.C(N(CC)CC)C. (3) Given the product [Cl:12][C:13]1[CH:18]=[CH:17][C:16]2[N:15]([C:10]([NH:9][C:5]3[CH:6]=[CH:7][CH:8]=[C:3]([O:2][CH3:1])[CH:4]=3)=[N:20][N:19]=2)[N:14]=1, predict the reactants needed to synthesize it. The reactants are: [CH3:1][O:2][C:3]1[CH:4]=[C:5]([N:9]=[C:10]=O)[CH:6]=[CH:7][CH:8]=1.[Cl:12][C:13]1[N:14]=[N:15][C:16]([NH:19][NH2:20])=[CH:17][CH:18]=1.BrC(Cl)(Cl)C(Br)(Cl)Cl.C1(P(C2C=CC=CC=2)C2C=CC=CC=2)C=CC=CC=1.